This data is from NCI-60 drug combinations with 297,098 pairs across 59 cell lines. The task is: Regression. Given two drug SMILES strings and cell line genomic features, predict the synergy score measuring deviation from expected non-interaction effect. Drug 2: C1C(C(OC1N2C=NC3=C2NC=NCC3O)CO)O. Drug 1: CS(=O)(=O)OCCCCOS(=O)(=O)C. Cell line: RXF 393. Synergy scores: CSS=-1.38, Synergy_ZIP=1.32, Synergy_Bliss=0.617, Synergy_Loewe=-1.92, Synergy_HSA=-2.82.